Dataset: hERG Central: cardiac toxicity at 1µM, 10µM, and general inhibition. Task: Predict hERG channel inhibition at various concentrations. (1) The drug is Cc1ccc(S(=O)(=O)N(CC(=O)NCC2CCCO2)Cc2cccc(C)c2)cc1. Results: hERG_inhib (hERG inhibition (general)): blocker. (2) The compound is CCOC(=O)c1ccc(N2Cc3ccccc3C2=N)cc1. Results: hERG_inhib (hERG inhibition (general)): blocker. (3) The compound is CCOC(=O)N1CCN(C(=O)C2CCCN(Cc3nc(-c4ccc(Cl)cc4)oc3C)C2)CC1. Results: hERG_inhib (hERG inhibition (general)): blocker. (4) The compound is CC(O)C(=O)O.Cc1ccc(CN(CC(O)COc2cccc3[nH]cc(C)c23)C(C)(C)C)cc1. Results: hERG_inhib (hERG inhibition (general)): blocker. (5) The drug is COc1ccc2c(c1)c1c3n2CCN(C)C3=NCC1.Cl. Results: hERG_inhib (hERG inhibition (general)): blocker.